Dataset: Peptide-MHC class II binding affinity with 134,281 pairs from IEDB. Task: Regression. Given a peptide amino acid sequence and an MHC pseudo amino acid sequence, predict their binding affinity value. This is MHC class II binding data. (1) The MHC is HLA-DQA10201-DQB10402 with pseudo-sequence HLA-DQA10201-DQB10402. The peptide sequence is LNYMSPHHKKLAQAV. The binding affinity (normalized) is 0.327. (2) The peptide sequence is SGLFQLIFFLTLAGR. The MHC is DRB1_0301 with pseudo-sequence DRB1_0301. The binding affinity (normalized) is 0.223. (3) The peptide sequence is KSLFFLDEPLKSVPL. The MHC is DRB1_0301 with pseudo-sequence DRB1_0301. The binding affinity (normalized) is 0.870. (4) The peptide sequence is FRFLTEKGMKNVFDD. The MHC is DRB5_0101 with pseudo-sequence DRB5_0101. The binding affinity (normalized) is 0.573. (5) The peptide sequence is INEPTAAAIAYWLDR. The MHC is HLA-DQA10401-DQB10402 with pseudo-sequence HLA-DQA10401-DQB10402. The binding affinity (normalized) is 0.600. (6) The peptide sequence is SKGGMRNVFDEVIPT. The MHC is DRB1_1501 with pseudo-sequence DRB1_1501. The binding affinity (normalized) is 0.186. (7) The peptide sequence is YAAALVAMPTLAELA. The MHC is DRB1_1101 with pseudo-sequence DRB1_1101. The binding affinity (normalized) is 0.578. (8) The peptide sequence is EGTKVTFHVEKGSNP. The MHC is DRB1_1001 with pseudo-sequence DRB1_1001. The binding affinity (normalized) is 0.348. (9) The peptide sequence is NLFWAVKPKIQKHIE. The MHC is DRB1_0101 with pseudo-sequence DRB1_0101. The binding affinity (normalized) is 0.854. (10) The peptide sequence is QKGRGSRGQHQAHSLERVCH. The MHC is DRB5_0101 with pseudo-sequence DRB5_0101. The binding affinity (normalized) is 0.